Dataset: Full USPTO retrosynthesis dataset with 1.9M reactions from patents (1976-2016). Task: Predict the reactants needed to synthesize the given product. (1) Given the product [C:1]([C:5]1[O:9][N:8]=[C:7]([C:10]2[CH:11]=[CH:12][C:13]3[O:17][C:16]4[CH:18]=[C:19]([S:22]([NH:25][C@@H:26]([CH2:31][CH:32]([CH3:33])[CH3:34])[C:27]([OH:29])=[O:28])(=[O:24])=[O:23])[CH:20]=[CH:21][C:15]=4[C:14]=3[CH:35]=2)[N:6]=1)([CH3:4])([CH3:3])[CH3:2], predict the reactants needed to synthesize it. The reactants are: [C:1]([C:5]1[O:9][N:8]=[C:7]([C:10]2[CH:11]=[CH:12][C:13]3[O:17][C:16]4[CH:18]=[C:19]([S:22]([NH:25][C@@H:26]([CH2:31][CH:32]([CH3:34])[CH3:33])[C:27]([O:29]C)=[O:28])(=[O:24])=[O:23])[CH:20]=[CH:21][C:15]=4[C:14]=3[CH:35]=2)[N:6]=1)([CH3:4])([CH3:3])[CH3:2].[Li+].[OH-]. (2) Given the product [C:19](=[O:20])([O:21][CH3:22])[O:10][C:4]1[CH:5]=[CH:6][C:7]([F:9])=[CH:8][C:3]=1[CH2:1][CH3:2], predict the reactants needed to synthesize it. The reactants are: [CH2:1]([C:3]1[CH:8]=[C:7]([F:9])[CH:6]=[CH:5][C:4]=1[OH:10])[CH3:2].C(N(CC)CC)C.Cl[C:19]([O:21][CH3:22])=[O:20]. (3) Given the product [Br:12][C:8]1[CH:9]=[CH:10][C:5]([NH:4][C:1](=[O:3])[CH3:2])=[CH:6][C:7]=1[OH:11], predict the reactants needed to synthesize it. The reactants are: [C:1]([NH:4][C:5]1[CH:6]=[C:7]([OH:11])[CH:8]=[CH:9][CH:10]=1)(=[O:3])[CH3:2].[Br:12]Br. (4) Given the product [Cl:1][C:2]1[CH:3]=[C:4]2[C:10]([C:31]3[N:36]=[C:35]([NH:37][C@H:38]4[CH2:43][CH2:42][CH2:41][C:40]([CH3:45])([OH:44])[CH2:39]4)[C:34]([F:46])=[CH:33][N:32]=3)=[CH:9][N:8]([S:20]([C:23]3[CH:24]=[CH:25][C:26]([CH3:29])=[CH:27][CH:28]=3)(=[O:21])=[O:22])[C:5]2=[N:6][CH:7]=1, predict the reactants needed to synthesize it. The reactants are: [Cl:1][C:2]1[CH:3]=[C:4]2[C:10](B3OC(C)(C)C(C)(C)O3)=[CH:9][N:8]([S:20]([C:23]3[CH:28]=[CH:27][C:26]([CH3:29])=[CH:25][CH:24]=3)(=[O:22])=[O:21])[C:5]2=[N:6][CH:7]=1.Cl[C:31]1[N:36]=[C:35]([NH:37][C@H:38]2[CH2:43][CH2:42][CH2:41][C:40]([CH3:45])([OH:44])[CH2:39]2)[C:34]([F:46])=[CH:33][N:32]=1.C([O-])([O-])=O.[Na+].[Na+].